This data is from Forward reaction prediction with 1.9M reactions from USPTO patents (1976-2016). The task is: Predict the product of the given reaction. The product is: [Cl:1][C:2]1[CH:11]=[C:10]([C:12]([F:14])([F:15])[F:13])[C:9]2[C:4](=[CH:5][CH:6]=[C:7]3[N:18]([CH2:24][CH2:25][CH2:26][CH2:27][CH2:28][CH2:29][O:30][CH:31]4[CH2:36][CH2:35][CH2:34][CH2:33][O:32]4)[C:17]([CH3:19])=[C:16]([CH3:20])[C:8]3=2)[N:3]=1. Given the reactants [Cl:1][C:2]1[CH:11]=[C:10]([C:12]([F:15])([F:14])[F:13])[C:9]2[C:4](=[CH:5][CH:6]=[C:7]3[NH:18][C:17]([CH3:19])=[C:16]([CH3:20])[C:8]3=2)[N:3]=1.[OH-].[K+].Br[CH2:24][CH2:25][CH2:26][CH2:27][CH2:28][CH2:29][O:30][CH:31]1[CH2:36][CH2:35][CH2:34][CH2:33][O:32]1.C(OCC)(=O)C, predict the reaction product.